This data is from Reaction yield outcomes from USPTO patents with 853,638 reactions. The task is: Predict the reaction yield, written as a fraction of the theoretical maximum amount of product (1.0 means a 100% yield; for example, 0.34 means a 34% yield). (1) The reactants are [O:1]([C:8]1[CH:9]=[C:10]([CH:12]=[CH:13][CH:14]=1)[NH2:11])[C:2]1[CH:7]=[CH:6][CH:5]=[CH:4][CH:3]=1.[F:15][C:16]([F:21])([F:20])[CH:17]1[O:19][CH2:18]1. No catalyst specified. The product is [O:1]([C:8]1[CH:9]=[C:10]([NH:11][CH2:18][CH:17]([OH:19])[C:16]([F:21])([F:20])[F:15])[CH:12]=[CH:13][CH:14]=1)[C:2]1[CH:3]=[CH:4][CH:5]=[CH:6][CH:7]=1. The yield is 0.710. (2) The reactants are Br[CH2:2][CH2:3][CH:4]([C:11]1[CH:12]=[C:13]([O:17][CH3:18])[CH:14]=[CH:15][CH:16]=1)[C:5]1[CH:10]=[CH:9][CH:8]=[CH:7][CH:6]=1.[C-:19]#[N:20].[K+]. The catalyst is CC(C)=O.CCO.O. The product is [CH3:18][O:17][C:13]1[CH:12]=[C:11]([CH:4]([C:5]2[CH:10]=[CH:9][CH:8]=[CH:7][CH:6]=2)[CH2:3][CH2:2][C:19]#[N:20])[CH:16]=[CH:15][CH:14]=1. The yield is 1.00. (3) The reactants are [Cl:1][C:2]1[N:10](CC=C)[C:9]2[C:8](=[O:14])[N:7]([CH3:15])[C:6](=[O:16])[NH:5][C:4]=2[N:3]=1.C([O-])([O-])=O.[Na+].[Na+].Br[CH2:24][CH2:25][CH2:26][C:27]#[N:28].N1CCOCC1.Cl. The catalyst is CN(C=O)C.C1C=CC([P]([Pd]([P](C2C=CC=CC=2)(C2C=CC=CC=2)C2C=CC=CC=2)([P](C2C=CC=CC=2)(C2C=CC=CC=2)C2C=CC=CC=2)[P](C2C=CC=CC=2)(C2C=CC=CC=2)C2C=CC=CC=2)(C2C=CC=CC=2)C2C=CC=CC=2)=CC=1.O.C(OCC)(=O)C. The product is [Cl:1][C:2]1[NH:10][C:9]2[C:8](=[O:14])[N:7]([CH3:15])[C:6](=[O:16])[N:5]([CH2:24][CH2:25][CH2:26][C:27]#[N:28])[C:4]=2[N:3]=1. The yield is 0.510. (4) The reactants are [F:1][C:2]1[CH:7]=[C:6]([F:8])[CH:5]=[CH:4][C:3]=1[N:9]([C:17](=[O:22])[CH2:18][CH2:19][C:20]#[CH:21])[C:10](=[O:16])[O:11][C:12]([CH3:15])([CH3:14])[CH3:13].Br[C:24]1[CH:29]=[CH:28][CH:27]=[CH:26][N:25]=1. No catalyst specified. The product is [F:1][C:2]1[CH:7]=[C:6]([F:8])[CH:5]=[CH:4][C:3]=1[N:9]([C:17](=[O:22])[CH2:18][CH2:19][C:20]#[C:21][C:24]1[CH:29]=[CH:28][CH:27]=[CH:26][N:25]=1)[C:10](=[O:16])[O:11][C:12]([CH3:13])([CH3:14])[CH3:15]. The yield is 0.610.